From a dataset of Peptide-MHC class II binding affinity with 134,281 pairs from IEDB. Regression. Given a peptide amino acid sequence and an MHC pseudo amino acid sequence, predict their binding affinity value. This is MHC class II binding data. The peptide sequence is KVSDDITYVATATLP. The MHC is DRB3_0202 with pseudo-sequence DRB3_0202. The binding affinity (normalized) is 0.208.